Task: Predict which catalyst facilitates the given reaction.. Dataset: Catalyst prediction with 721,799 reactions and 888 catalyst types from USPTO (1) Reactant: C([NH:9][C:10]([NH:12][C:13]1[CH:18]=[C:17]([Br:19])[C:16]([F:20])=[CH:15][C:14]=1[F:21])=[S:11])(=O)C1C=CC=CC=1.[OH-].[Na+]. Product: [Br:19][C:17]1[C:16]([F:20])=[CH:15][C:14]([F:21])=[C:13]([NH:12][C:10]([NH2:9])=[S:11])[CH:18]=1. The catalyst class is: 20. (2) Reactant: [CH3:1][C:2]1[CH:7]=[C:6]([CH3:8])[CH:5]=[C:4]([CH3:9])[C:3]=1[S:10]([NH:13][C@@H:14]([CH3:23])[CH2:15][CH2:16][C:17]1[CH:22]=[CH:21][CH:20]=[CH:19][CH:18]=1)(=[O:12])=[O:11].[C:24](=O)([O-])[O-].[K+].[K+].IC.ClCCl. Product: [CH3:24][N:13]([C@@H:14]([CH3:23])[CH2:15][CH2:16][C:17]1[CH:22]=[CH:21][CH:20]=[CH:19][CH:18]=1)[S:10]([C:3]1[C:4]([CH3:9])=[CH:5][C:6]([CH3:8])=[CH:7][C:2]=1[CH3:1])(=[O:12])=[O:11]. The catalyst class is: 18.